Dataset: hERG Central: cardiac toxicity at 1µM, 10µM, and general inhibition. Task: Predict hERG channel inhibition at various concentrations. (1) The drug is Cc1cccc(CC2CC(=O)N(c3ccc([N+](=O)[O-])cc3)C2=O)c1. Results: hERG_inhib (hERG inhibition (general)): blocker. (2) The drug is CCOc1ccc(CN2CCN(CCCn3cccn3)CC2CCO)cc1. Results: hERG_inhib (hERG inhibition (general)): blocker. (3) The compound is CCCCCCCNC(=O)C1(CC2CC(c3ccccc3)=NO2)CCN(C(=O)c2ccccc2)CC1. Results: hERG_inhib (hERG inhibition (general)): blocker. (4) The compound is Cc1cccc(-n2cnc3c(c2=O)c2nc4ccccc4nc2n3Cc2ccco2)c1. Results: hERG_inhib (hERG inhibition (general)): blocker. (5) The compound is O=C(O)c1ccc(SCc2cnc(Cl)s2)cc1. Results: hERG_inhib (hERG inhibition (general)): blocker. (6) The compound is N#Cc1nc(COc2ccc(Br)cc2)oc1NCCCn1ccnc1. Results: hERG_inhib (hERG inhibition (general)): blocker.